This data is from Full USPTO retrosynthesis dataset with 1.9M reactions from patents (1976-2016). The task is: Predict the reactants needed to synthesize the given product. (1) Given the product [ClH:20].[CH3:1][S:2]([CH2:5][CH2:6][N:7]1[CH2:8][CH2:9][NH:10][CH2:11][CH2:12]1)(=[O:3])=[O:4].[ClH:20], predict the reactants needed to synthesize it. The reactants are: [CH3:1][S:2]([CH2:5][CH2:6][N:7]1[CH2:12][CH2:11][N:10](C(OC(C)(C)C)=O)[CH2:9][CH2:8]1)(=[O:4])=[O:3].[ClH:20].CO. (2) Given the product [CH2:1]([N:5]1[C:10](=[O:11])[CH2:9][N:8]([C:21]([O:23][CH2:24][Cl:25])=[O:22])[C:7]([C:12]2[CH:17]=[C:16]([Cl:18])[CH:15]=[C:14]([Cl:19])[CH:13]=2)=[N:6]1)[CH2:2][CH2:3][CH3:4], predict the reactants needed to synthesize it. The reactants are: [CH2:1]([N:5]1[C:10](=[O:11])[CH2:9][NH:8][C:7]([C:12]2[CH:17]=[C:16]([Cl:18])[CH:15]=[C:14]([Cl:19])[CH:13]=2)=[N:6]1)[CH2:2][CH2:3][CH3:4].Cl[C:21]([O:23][CH2:24][Cl:25])=[O:22]. (3) Given the product [O:4]1[CH2:3][CH2:2][N:1]([C:7]2[CH:12]=[C:11]([NH2:13])[C:10]([NH2:14])=[CH:9][CH:8]=2)[CH2:6][CH2:5]1, predict the reactants needed to synthesize it. The reactants are: [N:1]1([C:7]2[CH:8]=[CH:9][C:10]([N+:14]([O-])=O)=[C:11]([NH2:13])[CH:12]=2)[CH2:6][CH2:5][O:4][CH2:3][CH2:2]1. (4) Given the product [CH3:7][N:6]1[C:5]([C:8]2[O:12][N:11]=[C:10]([CH3:13])[N:9]=2)=[C:4]([CH3:14])[N:3]=[C:2]1[C:22]#[C:21][C:15]1[CH:20]=[CH:19][CH:18]=[CH:17][CH:16]=1, predict the reactants needed to synthesize it. The reactants are: Br[C:2]1[N:6]([CH3:7])[C:5]([C:8]2[O:12][N:11]=[C:10]([CH3:13])[N:9]=2)=[C:4]([CH3:14])[N:3]=1.[C:15]1([C:21]#[CH:22])[CH:20]=[CH:19][CH:18]=[CH:17][CH:16]=1.C(N(CC)CC)C. (5) Given the product [CH3:48][O:47][C:42]1[CH:43]=[CH:44][CH:45]=[CH:46][C:41]=1[C:38]1[CH:39]=[C:40]2[C:35](=[CH:36][CH:37]=1)[NH:34][C:33]([CH3:50])([CH3:49])[CH:32]=[C:31]2[CH2:30][NH:12][C:13]1[CH:18]=[CH:17][CH:16]=[CH:15][CH:14]=1, predict the reactants needed to synthesize it. The reactants are: C1(SCC2[C:18]3[C:13](=[CH:14][CH:15]=[C:16](C4C=CC=CC=4OC)[CH:17]=3)[NH:12]C(C)(C)C=2)CCCCC1.Br[CH2:30][C:31]1[C:40]2[C:35](=[CH:36][CH:37]=[C:38]([C:41]3[CH:46]=[CH:45][CH:44]=[CH:43][C:42]=3[O:47][CH3:48])[CH:39]=2)[NH:34][C:33]([CH3:50])([CH3:49])[CH:32]=1.C(=O)([O-])[O-].[K+].[K+].C1(S)CCCCC1. (6) The reactants are: [CH3:1][CH2:2][O:3][C:4]([C@H:6]1[CH2:10][CH2:9][C:8](=[O:11])[N:7]1[C:12]([O:14][C:15]([CH3:18])([CH3:17])[CH3:16])=[O:13])=[O:5].O.[F:20][C:21]1[CH:22]=[C:23]([Mg]Br)[CH:24]=[CH:25][C:26]=1[F:27]. Given the product [C:15]([O:14][C:12]([NH:7][C@H:6]([CH2:10][CH2:9][C:8]([C:24]1[CH:23]=[CH:22][C:21]([F:20])=[C:26]([F:27])[CH:25]=1)=[O:11])[C:4]([O:3][CH2:2][CH3:1])=[O:5])=[O:13])([CH3:18])([CH3:17])[CH3:16], predict the reactants needed to synthesize it. (7) Given the product [CH3:1][O:2][C:3]1[CH:4]=[CH:5][C:6]([CH2:7][C@@H:8]([C:20]([OH:22])=[O:21])[NH:9][C:10](=[O:19])[CH:11]=[CH:12][C:13]2[CH:14]=[CH:15][CH:16]=[CH:17][CH:18]=2)=[CH:24][CH:25]=1, predict the reactants needed to synthesize it. The reactants are: [CH3:1][O:2][C:3]1[CH:25]=[CH:24][C:6]([CH2:7][C@@H:8]([C:20]([O:22]C)=[O:21])[NH:9][C:10](=[O:19])[CH:11]=[CH:12][C:13]2[CH:18]=[CH:17][CH:16]=[CH:15][CH:14]=2)=[CH:5][CH:4]=1.[OH-].[Na+]. (8) Given the product [Cl:17][C:14]1[CH:15]=[C:16]2[NH:8][C:9](=[O:39])[C:10]3([CH:18]([C:19]4[CH:24]=[C:23]([Cl:25])[CH:22]=[CH:21][C:20]=4[O:26][C:27]([C:34]([O:36][CH2:37][CH3:38])=[O:35])([CH2:31][CH2:32][CH3:33])[CH2:28][CH2:29][CH3:30])[CH2:50][C:49](=[O:51])[NH:48][CH:47]3[C:45]3[CH:46]=[C:41]([F:40])[CH:42]=[CH:43][C:44]=3[CH3:56])[C:11]2=[CH:12][CH:13]=1, predict the reactants needed to synthesize it. The reactants are: C(OC([N:8]1[C:16]2[C:11](=[CH:12][CH:13]=[C:14]([Cl:17])[CH:15]=2)/[C:10](=[CH:18]/[C:19]2[CH:24]=[C:23]([Cl:25])[CH:22]=[CH:21][C:20]=2[O:26][C:27]([C:34]([O:36][CH2:37][CH3:38])=[O:35])([CH2:31][CH2:32][CH3:33])[CH2:28][CH2:29][CH3:30])/[C:9]1=[O:39])=O)(C)(C)C.[F:40][C:41]1[CH:42]=[CH:43][C:44]([CH3:56])=[C:45]([CH:47]=[N:48][C:49]([O:51][Si](C)(C)C)=[CH2:50])[CH:46]=1. (9) Given the product [CH2:17]([O:19][C:20]([C:22]1[C:23](=[O:42])[C:24]2[CH:29]=[N:28][C:27]([NH:16][C:13]3[CH:12]=[CH:11][C:10]([CH2:9][CH2:8][S:5](=[O:7])(=[O:6])[NH:4][CH:1]([CH3:3])[CH3:2])=[CH:15][CH:14]=3)=[N:26][C:25]=2[N:34]([CH:36]2[CH2:41][CH2:40][CH2:39][CH2:38][CH2:37]2)[CH:35]=1)=[O:21])[CH3:18], predict the reactants needed to synthesize it. The reactants are: [CH:1]([NH:4][S:5]([CH2:8][CH2:9][C:10]1[CH:15]=[CH:14][C:13]([NH2:16])=[CH:12][CH:11]=1)(=[O:7])=[O:6])([CH3:3])[CH3:2].[CH2:17]([O:19][C:20]([C:22]1[C:23](=[O:42])[C:24]2[CH:29]=[N:28][C:27](S(C)(=O)=O)=[N:26][C:25]=2[N:34]([CH:36]2[CH2:41][CH2:40][CH2:39][CH2:38][CH2:37]2)[CH:35]=1)=[O:21])[CH3:18].